The task is: Predict the product of the given reaction.. This data is from Forward reaction prediction with 1.9M reactions from USPTO patents (1976-2016). (1) Given the reactants [O:1]1[CH2:6][CH2:5][N:4]([C:7]2[CH:13]=[CH:12][C:10]([NH2:11])=[CH:9][CH:8]=2)[CH2:3][CH2:2]1.[O:14]1[CH2:19][CH2:18][N:17]([C:20]2[CH:37]=[CH:36][C:23]3[NH:24][C:25]([C:27]4[CH:35]=[CH:34][C:30]([C:31]([O-])=[O:32])=[CH:29][CH:28]=4)=[N:26][C:22]=3[CH:21]=2)[CH2:16][CH2:15]1, predict the reaction product. The product is: [O:14]1[CH2:19][CH2:18][N:17]([C:20]2[CH:37]=[CH:36][C:23]3[NH:24][C:25]([C:27]4[CH:35]=[CH:34][C:30]([C:31]([NH:11][C:10]5[CH:9]=[CH:8][C:7]([N:4]6[CH2:5][CH2:6][O:1][CH2:2][CH2:3]6)=[CH:13][CH:12]=5)=[O:32])=[CH:29][CH:28]=4)=[N:26][C:22]=3[CH:21]=2)[CH2:16][CH2:15]1. (2) The product is: [NH2:19][C:11]1[C:10]([CH2:9][OH:20])=[C:15]([CH2:23][O:22][CH3:26])[CH:14]=[CH:13][N:12]=1. Given the reactants [H-].[Al+3].[Li+].[H-].[H-].[H-].CO[C:9](=[O:20])[C:10]1[CH:15]=[CH:14][C:13](COC)=[N:12][C:11]=1[NH2:19].N.[O:22]1[CH2:26]CC[CH2:23]1, predict the reaction product. (3) Given the reactants [F:1][C:2]1[CH:9]=[CH:8][C:5]([CH:6]=O)=[CH:4][CH:3]=1.[C:10](#[N:14])[CH2:11][C:12]#[N:13].C(N(CC)CC)C.[CH3:22][O:23][C:24]1[CH:29]=[CH:28][C:27]([C:30]2[CH2:34][C:33](=[O:35])[N:32]([CH3:36])[N:31]=2)=[CH:26][CH:25]=1, predict the reaction product. The product is: [NH2:13][C:12]1[O:35][C:33]2[N:32]([CH3:36])[N:31]=[C:30]([C:27]3[CH:26]=[CH:25][C:24]([O:23][CH3:22])=[CH:29][CH:28]=3)[C:34]=2[CH:6]([C:5]2[CH:8]=[CH:9][C:2]([F:1])=[CH:3][CH:4]=2)[C:11]=1[C:10]#[N:14].